This data is from Forward reaction prediction with 1.9M reactions from USPTO patents (1976-2016). The task is: Predict the product of the given reaction. (1) Given the reactants [Cl:1][C:2]1[CH:3]=[CH:4][C:5]([N+:35]([O-:37])=[O:36])=[C:6]([C:8]2[C:13]([O:14][CH3:15])=[CH:12][N:11]([CH:16]([CH3:33])[C:17]([NH:19][C:20]3[CH:32]=[CH:31][C:23]([C:24]([O:26]C(C)(C)C)=[O:25])=[CH:22][CH:21]=3)=[O:18])[C:10](=[O:34])[CH:9]=2)[CH:7]=1.C(O)(C(F)(F)F)=O, predict the reaction product. The product is: [Cl:1][C:2]1[CH:3]=[CH:4][C:5]([N+:35]([O-:37])=[O:36])=[C:6]([C:8]2[C:13]([O:14][CH3:15])=[CH:12][N:11]([CH:16]([CH3:33])[C:17]([NH:19][C:20]3[CH:32]=[CH:31][C:23]([C:24]([OH:26])=[O:25])=[CH:22][CH:21]=3)=[O:18])[C:10](=[O:34])[CH:9]=2)[CH:7]=1. (2) The product is: [NH2:25][C:26]1[C:27]([C:36]([N:46]([CH2:45][CH:39]2[CH2:44][CH2:43][CH2:42][CH2:41][CH2:40]2)[CH2:47][C:48]([O:50][CH2:51][C:52]2[CH:53]=[CH:54][CH:55]=[CH:56][CH:57]=2)=[O:49])=[O:38])=[CH:28][C:29]2[C:34]([CH:35]=1)=[CH:33][CH:32]=[CH:31][CH:30]=2. Given the reactants CN(C(ON1N=NC2C=CC=NC1=2)=[N+](C)C)C.F[P-](F)(F)(F)(F)F.[NH2:25][C:26]1[C:27]([C:36]([OH:38])=O)=[CH:28][C:29]2[C:34]([CH:35]=1)=[CH:33][CH:32]=[CH:31][CH:30]=2.[CH:39]1([CH2:45][NH:46][CH2:47][C:48]([O:50][CH2:51][C:52]2[CH:57]=[CH:56][CH:55]=[CH:54][CH:53]=2)=[O:49])[CH2:44][CH2:43][CH2:42][CH2:41][CH2:40]1.C(N(C(C)C)CC)(C)C, predict the reaction product. (3) Given the reactants [CH3:1][C:2]1[C:3]([C:14]2[CH:15]=[N:16][C:17]([CH3:20])=[CH:18][CH:19]=2)=[N:4][N:5]([C:8]2[CH:13]=[CH:12][CH:11]=[CH:10][CH:9]=2)[C:6]=1[NH2:7].C1(C2C=CC([CH2:30][O:31]C)=CC=2CN)CC1.[CH3:35][O:36][C:37]1([C:41]2[CH:46]=[CH:45][C:44]([CH2:47][O:48][CH3:49])=[CH:43][C:42]=2[CH2:50][NH2:51])[CH2:40][CH2:39][CH2:38]1, predict the reaction product. The product is: [CH3:35][O:36][C:37]1([C:41]2[CH:46]=[CH:45][C:44]([CH2:47][O:48][CH3:49])=[CH:43][C:42]=2[CH2:50][NH:51][C:30]([NH:7][C:6]2[N:5]([C:8]3[CH:9]=[CH:10][CH:11]=[CH:12][CH:13]=3)[N:4]=[C:3]([C:14]3[CH:15]=[N:16][C:17]([CH3:20])=[CH:18][CH:19]=3)[C:2]=2[CH3:1])=[O:31])[CH2:38][CH2:39][CH2:40]1. (4) Given the reactants [F:1][C:2]1[CH:7]=[C:6]([O:8][CH3:9])[CH:5]=[CH:4][C:3]=1[NH2:10].[C:11](OC)(=[O:14])[C:12]#[CH:13], predict the reaction product. The product is: [F:1][C:2]1[CH:7]=[C:6]([O:8][CH3:9])[CH:5]=[C:4]2[C:3]=1[N:10]=[CH:13][CH:12]=[C:11]2[OH:14]. (5) The product is: [Cl:1][C:19]1[N:18]=[C:17]([Cl:16])[CH:25]=[CH:24][C:20]=1[C:21]([NH2:23])=[O:22]. Given the reactants [Cl:1]C1C=CC(C#N)=C(N2CCOCC2)N=1.[Cl:16][C:17]1[CH:25]=[CH:24][C:20]([C:21]([NH2:23])=[O:22])=[C:19](N2CCOCC2)[N:18]=1.P(Cl)(Cl)(Cl)=O.N1C=CC=CC=1, predict the reaction product. (6) Given the reactants C([N:8]1[CH2:13][CH2:12][C:11]([CH2:15][C:16]([O:18][CH2:19][CH3:20])=[O:17])([OH:14])[CH2:10][CH2:9]1)C1C=CC=CC=1, predict the reaction product. The product is: [OH:14][C:11]1([CH2:15][C:16]([O:18][CH2:19][CH3:20])=[O:17])[CH2:10][CH2:9][NH:8][CH2:13][CH2:12]1.